From a dataset of Reaction yield outcomes from USPTO patents with 853,638 reactions. Predict the reaction yield, written as a fraction of the theoretical maximum amount of product (1.0 means a 100% yield; for example, 0.34 means a 34% yield). (1) The reactants are Br[C:2]1[C:3]([C:16]2[CH:21]=[CH:20][CH:19]=[CH:18][CH:17]=2)=[N:4][C:5]2[C:10]([N:11]=1)=[CH:9][C:8]([C:12]([O:14][CH3:15])=[O:13])=[CH:7][CH:6]=2.[Cl:22][C:23]1[CH:28]=[CH:27][C:26]([N:29]2[CH2:34][CH2:33][NH:32][CH2:31][CH2:30]2)=[CH:25][CH:24]=1.CCN(C(C)C)C(C)C. The catalyst is CN(C=O)C. The product is [Cl:22][C:23]1[CH:24]=[CH:25][C:26]([N:29]2[CH2:34][CH2:33][N:32]([C:2]3[C:3]([C:16]4[CH:21]=[CH:20][CH:19]=[CH:18][CH:17]=4)=[N:4][C:5]4[C:10]([N:11]=3)=[CH:9][C:8]([C:12]([O:14][CH3:15])=[O:13])=[CH:7][CH:6]=4)[CH2:31][CH2:30]2)=[CH:27][CH:28]=1. The yield is 0.690. (2) The reactants are [C:1]([O:4][CH2:5]Cl)(=[O:3])[CH3:2].[I-].[Na+].[CH:9](=[O:17])[C:10]1[C:11](=[CH:13][CH:14]=[CH:15][CH:16]=1)[OH:12].C(=O)([O-])[O-].[K+].[K+].C(OCI)(=O)C. The catalyst is CC(C)=O.O. The product is [C:1]([O:4][CH2:5][O:12][C:11]1[CH:13]=[CH:14][CH:15]=[CH:16][C:10]=1[CH:9]=[O:17])(=[O:3])[CH3:2]. The yield is 0.980. (3) The reactants are [C:1]([C:5]1[CH:10]=[CH:9][C:8]([C:11]2[O:12][C:13](=[O:20])[C:14]3[S:19][CH:18]=[CH:17][C:15]=3[N:16]=2)=[CH:7][CH:6]=1)([CH3:4])([CH3:3])[CH3:2].[CH3:21][O:22][C:23]1[CH:28]=[CH:27][C:26]([NH2:29])=[CH:25][CH:24]=1.C1(C)C=CC(S(O)(=O)=O)=CC=1. The catalyst is C1(C)C=CC=CC=1. The product is [C:1]([C:5]1[CH:10]=[CH:9][C:8]([C:11]([NH:16][C:15]2[CH:17]=[CH:18][S:19][C:14]=2[C:13]([NH:29][C:26]2[CH:27]=[CH:28][C:23]([O:22][CH3:21])=[CH:24][CH:25]=2)=[O:20])=[O:12])=[CH:7][CH:6]=1)([CH3:4])([CH3:3])[CH3:2]. The yield is 0.410. (4) The reactants are [CH3:1][C:2]1[C:3]([CH2:9][N:10]([C@@H:16]2[C:25]3[N:24]=[CH:23][CH:22]=[CH:21][C:20]=3[CH2:19][CH2:18][CH2:17]2)[CH2:11][CH2:12][CH2:13][CH2:14][NH2:15])=[N:4][CH:5]=[C:6]([CH3:8])[CH:7]=1.C[Si]([N:30]=[C:31]=[O:32])(C)C. The catalyst is CC(O)C. The product is [CH3:1][C:2]1[C:3]([CH2:9][N:10]([C@@H:16]2[C:25]3[N:24]=[CH:23][CH:22]=[CH:21][C:20]=3[CH2:19][CH2:18][CH2:17]2)[CH2:11][CH2:12][CH2:13][CH2:14][NH:15][C:31]([NH2:30])=[O:32])=[N:4][CH:5]=[C:6]([CH3:8])[CH:7]=1. The yield is 0.290. (5) The reactants are C(Cl)(=O)C(Cl)=O.[Cl:7][C:8]1[CH:13]=[C:12]([CH2:14][OH:15])[CH:11]=[CH:10][N:9]=1.CS(C)=O.C(N(CC)CC)C.[NH4+].[Cl-]. The catalyst is ClCCl. The product is [Cl:7][C:8]1[CH:13]=[C:12]([CH:14]=[O:15])[CH:11]=[CH:10][N:9]=1. The yield is 0.760. (6) The reactants are [H-].[Na+].[Cl:3][C:4]1[C:5]([CH3:10])=[N:6][O:7][C:8]=1[NH2:9].[S:11]1[C:15]2=[N:16][CH:17]=[CH:18][CH:19]=[C:14]2[C:13]([S:20](Cl)(=[O:22])=[O:21])=[CH:12]1. The catalyst is C1COCC1. The product is [Cl:3][C:4]1[C:5]([CH3:10])=[N:6][O:7][C:8]=1[NH:9][S:20]([C:13]1[C:14]2[C:15](=[N:16][CH:17]=[CH:18][CH:19]=2)[S:11][CH:12]=1)(=[O:22])=[O:21]. The yield is 0.960.